Dataset: Reaction yield outcomes from USPTO patents with 853,638 reactions. Task: Predict the reaction yield, written as a fraction of the theoretical maximum amount of product (1.0 means a 100% yield; for example, 0.34 means a 34% yield). The reactants are [Br:1][C:2]1[CH:7]=[CH:6][C:5]([NH:8][C:9]2[CH:17]=[N:16][CH:15]=[CH:14][C:10]=2[C:11]([OH:13])=O)=[C:4]([CH3:18])[CH:3]=1.CCN(C(C)C)C(C)C.Cl.[CH2:29]([O:31][NH2:32])[CH3:30]. The catalyst is CN(C=O)C. The product is [Br:1][C:2]1[CH:7]=[CH:6][C:5]([NH:8][C:9]2[CH:17]=[N:16][CH:15]=[CH:14][C:10]=2[C:11]([NH:32][O:31][CH2:29][CH3:30])=[O:13])=[C:4]([CH3:18])[CH:3]=1. The yield is 0.770.